Dataset: Peptide-MHC class I binding affinity with 185,985 pairs from IEDB/IMGT. Task: Regression. Given a peptide amino acid sequence and an MHC pseudo amino acid sequence, predict their binding affinity value. This is MHC class I binding data. (1) The peptide sequence is CSPDSQNKDAM. The MHC is Mamu-A01 with pseudo-sequence Mamu-A01. The binding affinity (normalized) is 0.647. (2) The peptide sequence is LVNAIIDSA. The MHC is HLA-A02:01 with pseudo-sequence HLA-A02:01. The binding affinity (normalized) is 0.108.